From a dataset of Rat liver microsome stability data. Regression/Classification. Given a drug SMILES string, predict its absorption, distribution, metabolism, or excretion properties. Task type varies by dataset: regression for continuous measurements (e.g., permeability, clearance, half-life) or binary classification for categorical outcomes (e.g., BBB penetration, CYP inhibition). Dataset: rlm. (1) The drug is COc1cccc(N2CCN(CCCCNC(=O)c3ccc(-c4ccsc4)cc3)CC2)c1. The result is 1 (stable in rat liver microsomes). (2) The drug is CN(C)c1cc(-c2nc(Nc3ccc(F)c(F)c3)c3ccccc3n2)ccn1. The result is 1 (stable in rat liver microsomes). (3) The molecule is O=C(O)C1CCN(c2ncc(-c3ccc4c(c3)OCCCO4)s2)CC1. The result is 0 (unstable in rat liver microsomes). (4) The compound is FC(F)(F)c1ccc(N2CCN(C(=S)Nc3ccccn3)CC2)cc1. The result is 0 (unstable in rat liver microsomes).